Dataset: Blood-brain barrier penetration binary classification data from Martins et al.. Task: Regression/Classification. Given a drug SMILES string, predict its absorption, distribution, metabolism, or excretion properties. Task type varies by dataset: regression for continuous measurements (e.g., permeability, clearance, half-life) or binary classification for categorical outcomes (e.g., BBB penetration, CYP inhibition). Dataset: bbb_martins. The compound is CCNC1(c2cccs2)CCCCC1=O. The result is 1 (penetrates BBB).